Dataset: Full USPTO retrosynthesis dataset with 1.9M reactions from patents (1976-2016). Task: Predict the reactants needed to synthesize the given product. (1) Given the product [C:16]1([S:22]([N:8]2[C:9]3[C:5](=[C:4]([CH3:13])[CH:3]=[C:2]([Cl:1])[C:10]=3[O:11][CH3:12])[CH:6]=[N:7]2)(=[O:24])=[O:23])[CH:21]=[CH:20][CH:19]=[CH:18][CH:17]=1, predict the reactants needed to synthesize it. The reactants are: [Cl:1][C:2]1[C:10]([O:11][CH3:12])=[C:9]2[C:5]([CH:6]=[N:7][NH:8]2)=[C:4]([CH3:13])[CH:3]=1.[H-].[Na+].[C:16]1([S:22](Cl)(=[O:24])=[O:23])[CH:21]=[CH:20][CH:19]=[CH:18][CH:17]=1. (2) Given the product [Cl:14][C:4]1[CH:3]=[C:2]([NH:15][C:16]2[CH:21]=[CH:20][C:19]([N:22]3[CH2:27][CH2:26][N:25]([C:28]([O:30][C:31]([CH3:34])([CH3:33])[CH3:32])=[O:29])[CH2:24][CH2:23]3)=[CH:18][CH:17]=2)[C:12]2[C:11](=[O:13])[NH:10][CH2:9][CH2:8][NH:7][C:6]=2[N:5]=1, predict the reactants needed to synthesize it. The reactants are: Cl[C:2]1[C:12]2[C:11](=[O:13])[NH:10][CH2:9][CH2:8][NH:7][C:6]=2[N:5]=[C:4]([Cl:14])[CH:3]=1.[NH2:15][C:16]1[CH:21]=[CH:20][C:19]([N:22]2[CH2:27][CH2:26][N:25]([C:28]([O:30][C:31]([CH3:34])([CH3:33])[CH3:32])=[O:29])[CH2:24][CH2:23]2)=[CH:18][CH:17]=1.C(N(C(C)C)CC)(C)C.